This data is from Forward reaction prediction with 1.9M reactions from USPTO patents (1976-2016). The task is: Predict the product of the given reaction. (1) Given the reactants CS(O[CH2:6][CH2:7][C:8]1[O:9][C:10]2[CH:16]=[CH:15][C:14]([C:17]3[CH:22]=[CH:21][C:20]([C:23]([N:25]4[CH2:30][CH2:29][O:28][CH2:27][CH2:26]4)=[O:24])=[CH:19][CH:18]=3)=[CH:13][C:11]=2[CH:12]=1)(=O)=O.[NH:31]1[CH2:37][CH2:36][CH2:35][CH2:34][CH2:33][CH2:32]1, predict the reaction product. The product is: [N:31]1([CH2:6][CH2:7][C:8]2[O:9][C:10]3[CH:16]=[CH:15][C:14]([C:17]4[CH:18]=[CH:19][C:20]([C:23]([N:25]5[CH2:30][CH2:29][O:28][CH2:27][CH2:26]5)=[O:24])=[CH:21][CH:22]=4)=[CH:13][C:11]=3[CH:12]=2)[CH2:37][CH2:36][CH2:35][CH2:34][CH2:33][CH2:32]1. (2) Given the reactants Cl[Sn](Cl)(Cl)Cl.ClC([O:9][CH3:10])Cl.[F:11][C:12]1[C:21]2[C:16](=[CH:17][CH:18]=[CH:19][CH:20]=2)[CH:15]=[CH:14][CH:13]=1, predict the reaction product. The product is: [F:11][C:12]1[C:21]2[C:16](=[CH:17][CH:18]=[CH:19][CH:20]=2)[C:15]([CH:10]=[O:9])=[CH:14][CH:13]=1. (3) The product is: [Cl:1][C:2]1[CH:3]=[CH:4][C:5]2[C:11]3[N:12]([CH2:13][C:14]4[CH:19]=[CH:18][C:17]([O:20][CH3:21])=[CH:16][C:15]=4[O:22][CH3:23])[C:27](=[O:26])[C:28]([C:29]([O:31][CH3:32])=[O:30])=[CH:33][C:10]=3[CH2:9][CH2:8][O:7][C:6]=2[CH:24]=1. Given the reactants [Cl:1][C:2]1[CH:3]=[CH:4][C:5]2[C:11](=[N:12][CH2:13][C:14]3[CH:19]=[CH:18][C:17]([O:20][CH3:21])=[CH:16][C:15]=3[O:22][CH3:23])[CH2:10][CH2:9][CH2:8][O:7][C:6]=2[CH:24]=1.C[O:26][CH:27]=[C:28]([C:33](OC)=O)[C:29]([O:31][CH3:32])=[O:30], predict the reaction product. (4) Given the reactants [CH3:1][O:2][C:3]1[CH:4]=[C:5]([CH:10]=[CH:11][C:12]=1[CH3:13])[C:6]([O:8][CH3:9])=[O:7].[Br:14]N1C(=O)CCC1=O.C(OOC(=O)C1C=CC=CC=1)(=O)C1C=CC=CC=1, predict the reaction product. The product is: [Br:14][CH2:13][C:12]1[CH:11]=[CH:10][C:5]([C:6]([O:8][CH3:9])=[O:7])=[CH:4][C:3]=1[O:2][CH3:1]. (5) The product is: [CH3:26][N:25]([CH2:27][CH:28]1[CH2:34][CH:33]2[CH2:35][CH:30]([CH2:31][CH2:32]2)[C:29]1([C:7]1[S:6][C:5]2[CH:9]=[CH:10][C:2]([F:1])=[CH:3][C:4]=2[CH:8]=1)[OH:36])[CH3:24]. Given the reactants [F:1][C:2]1[CH:10]=[CH:9][C:5]2[S:6][CH:7]=[CH:8][C:4]=2[CH:3]=1.CN(CCN(C)C)C.[Li]CCCC.[CH3:24][N:25]([CH2:27][CH:28]1[CH2:34][CH:33]2[CH2:35][CH:30]([CH2:31][CH2:32]2)[C:29]1=[O:36])[CH3:26], predict the reaction product. (6) Given the reactants [CH3:1][O:2][C:3](=[O:13])[C:4]1[CH:9]=[CH:8][C:7](I)=[C:6]([O:11][CH3:12])[CH:5]=1.[F:14][C:15]1[CH:20]=[CH:19][C:18](B(O)O)=[CH:17][CH:16]=1.C([O-])([O-])=O.[Cs+].[Cs+], predict the reaction product. The product is: [CH3:1][O:2][C:3]([C:4]1[CH:9]=[CH:8][C:7]([C:18]2[CH:19]=[CH:20][C:15]([F:14])=[CH:16][CH:17]=2)=[C:6]([O:11][CH3:12])[CH:5]=1)=[O:13]. (7) Given the reactants [C:1]([O:5][C:6]([NH:8][C@@H:9]([CH2:13][CH2:14][CH2:15][CH2:16][CH2:17][C:18](=[O:21])[CH2:19][CH3:20])[C:10]([OH:12])=O)=[O:7])([CH3:4])([CH3:3])[CH3:2].CCN=C=NCCCN(C)C.Cl.C1C=CC2N(O)N=NC=2C=1.[NH2:44][CH2:45][C:46]([C:48]1[C:49]([O:58][CH3:59])=[N:50][C:51]2[C:56]([CH:57]=1)=[CH:55][CH:54]=[CH:53][CH:52]=2)=[O:47].CCN(C(C)C)C(C)C, predict the reaction product. The product is: [C:1]([O:5][C:6](=[O:7])[NH:8][C@@H:9]([CH2:13][CH2:14][CH2:15][CH2:16][CH2:17][C:18](=[O:21])[CH2:19][CH3:20])[C:10]([NH:44][CH2:45][C:46]([C:48]1[C:49]([O:58][CH3:59])=[N:50][C:51]2[C:56]([CH:57]=1)=[CH:55][CH:54]=[CH:53][CH:52]=2)=[O:47])=[O:12])([CH3:2])([CH3:3])[CH3:4]. (8) The product is: [OH2:3].[CH3:1][C:2]1([CH3:20])[O:7][CH2:6][CH:5]([CH2:8][O:9][C:10]2[C:15]([CH3:16])=[CH:14][N:13]=[C:12]([CH2:18][OH:23])[C:11]=2[CH3:19])[CH2:4][O:3]1. Given the reactants [CH3:1][C:2]1([CH3:20])[O:7][CH2:6][CH:5]([CH2:8][O:9][C:10]2[C:15]([CH3:16])=[CH:14][N+:13]([O-])=[C:12]([CH3:18])[C:11]=2[CH3:19])[CH2:4][O:3]1.C([O-])(=[O:23])C.[Na+].C(OC(=O)C)(=O)C.C(OC(C)C)(C)C, predict the reaction product. (9) Given the reactants Br[C:2]1[CH:3]=[CH:4][C:5]2[C:15]3([C:28]4[CH:27]=[CH:26][CH:25]=[CH:24][C:23]=4[O:22][C:21]4[C:16]3=[CH:17][CH:18]=[CH:19][CH:20]=4)[C:14]3[C:9](=[CH:10][C:11](Br)=[CH:12][CH:13]=3)[N:8]([C:30]3[C:35]([CH3:36])=[CH:34][C:33]([CH3:37])=[CH:32][C:31]=3[CH3:38])[C:6]=2[CH:7]=1.[C:39]1(B(O)O)[CH:44]=[CH:43][CH:42]=[CH:41][CH:40]=1.P([O-])([O-])([O-])=O.[K+].[K+].[K+].[C:56]1(C)[CH:61]=[CH:60][CH:59]=[CH:58][C:57]=1P([C:56]1[CH:61]=[CH:60][CH:59]=[CH:58][C:57]=1C)[C:56]1[CH:61]=[CH:60][CH:59]=[CH:58][C:57]=1C, predict the reaction product. The product is: [C:39]1([C:2]2[CH:3]=[CH:4][C:5]3[C:15]4([C:16]5[CH:17]=[CH:18][CH:19]=[CH:20][C:21]=5[O:22][C:23]5[C:28]4=[CH:27][CH:26]=[CH:25][CH:24]=5)[C:14]4[C:9](=[CH:10][C:11]([C:56]5[CH:61]=[CH:60][CH:59]=[CH:58][CH:57]=5)=[CH:12][CH:13]=4)[N:8]([C:30]4[C:31]([CH3:38])=[CH:32][C:33]([CH3:37])=[CH:34][C:35]=4[CH3:36])[C:6]=3[CH:7]=2)[CH:44]=[CH:43][CH:42]=[CH:41][CH:40]=1.